This data is from Peptide-MHC class I binding affinity with 185,985 pairs from IEDB/IMGT. The task is: Regression. Given a peptide amino acid sequence and an MHC pseudo amino acid sequence, predict their binding affinity value. This is MHC class I binding data. (1) The peptide sequence is YVKSPKFSK. The binding affinity (normalized) is 0.613. The MHC is HLA-A68:01 with pseudo-sequence HLA-A68:01. (2) The peptide sequence is PFWITAIYVF. The MHC is Patr-A0701 with pseudo-sequence Patr-A0701. The binding affinity (normalized) is 0.417. (3) The MHC is HLA-A68:01 with pseudo-sequence HLA-A68:01. The peptide sequence is MYPSCCCTK. The binding affinity (normalized) is 0.273.